Dataset: Full USPTO retrosynthesis dataset with 1.9M reactions from patents (1976-2016). Task: Predict the reactants needed to synthesize the given product. Given the product [CH3:22][N:21]([CH3:23])[C:19]([C:18]1[CH:24]=[CH:25][C:26]([F:27])=[C:16]([NH:15][C:10]([C:8]2[C:7]([CH2:13][CH3:14])=[N:6][N:5]([C:2]([CH3:1])([CH3:3])[CH3:4])[CH:9]=2)=[O:12])[CH:17]=1)=[O:20], predict the reactants needed to synthesize it. The reactants are: [CH3:1][C:2]([N:5]1[CH:9]=[C:8]([C:10]([OH:12])=O)[C:7]([CH2:13][CH3:14])=[N:6]1)([CH3:4])[CH3:3].[NH2:15][C:16]1[CH:17]=[C:18]([CH:24]=[CH:25][C:26]=1[F:27])[C:19]([N:21]([CH3:23])[CH3:22])=[O:20].